From a dataset of Full USPTO retrosynthesis dataset with 1.9M reactions from patents (1976-2016). Predict the reactants needed to synthesize the given product. (1) Given the product [CH3:1][CH:2]1[CH2:7][CH2:6][N:5]([CH2:8][CH2:9][CH2:10][C:11]([C:13]2[CH:14]=[CH:15][C:16]([F:19])=[CH:17][CH:18]=2)=[O:12])[CH2:4][CH2:3]1, predict the reactants needed to synthesize it. The reactants are: [CH3:1][CH:2]1[CH2:7][CH2:6][N:5]([CH2:8][CH2:9][CH2:10][C:11]([C:13]2[CH:18]=[CH:17][C:16]([F:19])=[CH:15][CH:14]=2)=[O:12])[CH2:4][CH2:3]1.Cl.CC(C)=O. (2) Given the product [F:20][C:16]1([F:19])[CH2:17][CH2:18][N:14]([CH2:12][C@H:11]([C:21]2[CH:26]=[CH:25][CH:24]=[CH:23][CH:22]=2)[NH:10][CH3:9])[CH2:15]1, predict the reactants needed to synthesize it. The reactants are: C(O[C:9](=O)[NH:10][C@@H:11]([C:21]1[CH:26]=[CH:25][CH:24]=[CH:23][CH:22]=1)[C:12]([N:14]1[CH2:18][CH2:17][C:16]([F:20])([F:19])[CH2:15]1)=O)C1C=CC=CC=1.[H-].[Al+3].[Li+].[H-].[H-].[H-].C(=O)([O-])[O-].[Na+].[Na+].